From a dataset of Forward reaction prediction with 1.9M reactions from USPTO patents (1976-2016). Predict the product of the given reaction. (1) The product is: [Cl:12][C:13]1[N:14]=[C:15]([N:24]2[CH2:25][CH2:26][O:27][CH2:28][CH2:29]2)[C:16]2[S:21][C:20]([CH2:22][N:9]3[CH2:10][CH2:11][CH:6]([S:3]([CH3:2])(=[O:5])=[O:4])[CH2:7][CH2:8]3)=[CH:19][C:17]=2[N:18]=1. Given the reactants Cl.[CH3:2][S:3]([CH:6]1[CH2:11][CH2:10][NH:9][CH2:8][CH2:7]1)(=[O:5])=[O:4].[Cl:12][C:13]1[N:14]=[C:15]([N:24]2[CH2:29][CH2:28][O:27][CH2:26][CH2:25]2)[C:16]2[S:21][C:20]([CH:22]=O)=[CH:19][C:17]=2[N:18]=1, predict the reaction product. (2) Given the reactants O1CCCC1.Cl[C:7]1[CH:12]=[C:11]([C:13]([F:16])([F:15])[F:14])[CH:10]=[C:9]([Cl:17])[N:8]=1.[CH3:18][O:19][C:20]1[CH:25]=[CH:24][C:23]([Mg]Br)=[CH:22][CH:21]=1, predict the reaction product. The product is: [Cl:17][C:9]1[N:8]=[C:7]([C:23]2[CH:24]=[CH:25][C:20]([O:19][CH3:18])=[CH:21][CH:22]=2)[CH:12]=[C:11]([C:13]([F:16])([F:15])[F:14])[CH:10]=1. (3) Given the reactants Cl.[Cl:2][CH2:3][C:4]([NH:6][C:7]1[CH:8]=[N:9][C:10]2[C:15]([C:16]=1[NH:17][CH2:18][CH:19]([CH3:21])[CH3:20])=[N:14][CH:13]=[CH:12][CH:11]=2)=O.C(=O)([O-])[O-].[K+].[K+], predict the reaction product. The product is: [Cl:2][CH2:3][C:4]1[N:17]([CH2:18][CH:19]([CH3:21])[CH3:20])[C:16]2[C:15]3[N:14]=[CH:13][CH:12]=[CH:11][C:10]=3[N:9]=[CH:8][C:7]=2[N:6]=1. (4) Given the reactants [NH2:1][C:2]1[CH:7]=[N:6][C:5](Br)=[CH:4][N:3]=1.[S:9]1[CH:13]=[CH:12][CH:11]=[C:10]1B(O)O.C(=O)([O-])[O-].[Na+].[Na+].[Cl-].[Na+], predict the reaction product. The product is: [S:9]1[CH:13]=[CH:12][CH:11]=[C:10]1[C:5]1[N:6]=[CH:7][C:2]([NH2:1])=[N:3][CH:4]=1. (5) The product is: [CH3:34][O:33][C:28]1[C:27]([N:26]2[C:17]3[C:16]4[CH:15]=[C:14]([C:7]5[CH:8]=[CH:9][C:4]([C:2]([NH2:1])=[O:3])=[CH:5][CH:6]=5)[CH:23]=[CH:22][C:21]=4[N:20]=[CH:19][C:18]=3[N:24]([CH3:36])[C:25]2=[O:35])=[CH:32][CH:31]=[CH:30][N:29]=1. Given the reactants [NH2:1][C:2]([C:4]1[CH:9]=[CH:8][C:7](B(O)O)=[CH:6][CH:5]=1)=[O:3].Br[C:14]1[CH:23]=[CH:22][C:21]2[N:20]=[CH:19][C:18]3[N:24]([CH3:36])[C:25](=[O:35])[N:26]([C:27]4[C:28]([O:33][CH3:34])=[N:29][CH:30]=[CH:31][CH:32]=4)[C:17]=3[C:16]=2[CH:15]=1, predict the reaction product. (6) Given the reactants [CH3:1][Si]([N-][Si](C)(C)C)(C)C.[K+].[C:11]([O:15][C:16](=[O:23])[NH:17][C:18]([CH3:22])([CH3:21])[CH:19]=O)([CH3:14])([CH3:13])[CH3:12].O, predict the reaction product. The product is: [C:11]([O:15][C:16](=[O:23])[NH:17][C:18]([CH3:22])([CH3:21])[CH:19]=[CH2:1])([CH3:14])([CH3:13])[CH3:12]. (7) Given the reactants [CH3:1][O:2][C:3]1[N:8]=[CH:7][C:6]([N:9]2[C:13]([C:14]3[CH:18]=[CH:17][N:16]([CH3:19])[CH:15]=3)=[CH:12][C:11]([C:20]([O:22]CC)=[O:21])=[N:10]2)=[CH:5][CH:4]=1.[OH-].[Na+].O.C(OCC)C, predict the reaction product. The product is: [CH3:1][O:2][C:3]1[N:8]=[CH:7][C:6]([N:9]2[C:13]([C:14]3[CH:18]=[CH:17][N:16]([CH3:19])[CH:15]=3)=[CH:12][C:11]([C:20]([OH:22])=[O:21])=[N:10]2)=[CH:5][CH:4]=1.